Dataset: Peptide-MHC class I binding affinity with 185,985 pairs from IEDB/IMGT. Task: Regression. Given a peptide amino acid sequence and an MHC pseudo amino acid sequence, predict their binding affinity value. This is MHC class I binding data. (1) The peptide sequence is YTYPIAHTA. The MHC is HLA-A69:01 with pseudo-sequence HLA-A69:01. The binding affinity (normalized) is 0.904. (2) The peptide sequence is LLYTHINAL. The MHC is HLA-A02:01 with pseudo-sequence HLA-A02:01. The binding affinity (normalized) is 0.656. (3) The peptide sequence is MSRVRISLIY. The MHC is HLA-A33:01 with pseudo-sequence HLA-A33:01. The binding affinity (normalized) is 0.143. (4) The peptide sequence is STVFYVKA. The MHC is H-2-Db with pseudo-sequence H-2-Db. The binding affinity (normalized) is 0. (5) The peptide sequence is FLGKIWPSHK. The MHC is HLA-B35:03 with pseudo-sequence HLA-B35:03. The binding affinity (normalized) is 0. (6) The peptide sequence is FLRGRAYGL. The MHC is HLA-B51:01 with pseudo-sequence HLA-B51:01. The binding affinity (normalized) is 0.